Dataset: Full USPTO retrosynthesis dataset with 1.9M reactions from patents (1976-2016). Task: Predict the reactants needed to synthesize the given product. (1) Given the product [ClH:1].[Cl:1][C:2]1[S:6][C:5](/[CH:7]=[CH:8]/[S:9]([N:12]([C@H:13]2[CH2:17][CH2:16][N:15]([C:18]3[CH:19]=[CH:20][C:21]4[CH2:27][NH:26][CH2:25][CH2:24][CH2:23][C:22]=4[CH:35]=3)[C:14]2=[O:36])[C@H:37]([C:38]([O:40][CH2:41][CH3:42])=[O:39])[CH3:43])(=[O:11])=[O:10])=[CH:4][CH:3]=1, predict the reactants needed to synthesize it. The reactants are: [Cl:1][C:2]1[S:6][C:5](/[CH:7]=[CH:8]/[S:9]([N:12]([CH:37]([CH3:43])[C:38]([O:40][CH2:41][CH3:42])=[O:39])[C@H:13]2[CH2:17][CH2:16][N:15]([C:18]3[CH:19]=[CH:20][C:21]4[CH2:27][N:26](C(OC(C)(C)C)=O)[CH2:25][CH2:24][CH2:23][C:22]=4[CH:35]=3)[C:14]2=[O:36])(=[O:11])=[O:10])=[CH:4][CH:3]=1.Cl. (2) Given the product [F:37][C:34]1[CH:35]=[CH:36][C:31]([C:14]2[N:15]=[CH:16][N:17]([CH2:18][CH2:19][N:69]3[CH2:74][CH2:73][O:72][CH2:71][CH2:70]3)[C:13]=2[C:10]2[CH:11]=[CH:12][C:7]3[N:8]([CH:38]=[C:5]([NH:4][C:1](=[O:3])[CH3:2])[N:6]=3)[N:9]=2)=[CH:32][CH:33]=1, predict the reactants needed to synthesize it. The reactants are: [C:1]([NH:4][C:5]1[N:6]=[C:7]2[CH:12]=[CH:11][C:10]([C:13]3[N:17]([CH:18]4CCN(C(OC(C)(C)C)=O)C[CH2:19]4)[CH:16]=[N:15][C:14]=3[C:31]3[CH:36]=[CH:35][C:34]([F:37])=[CH:33][CH:32]=3)=[N:9][N:8]2[CH:38]=1)(=[O:3])[CH3:2].CC1(C)C(C)(C)OB(C2C=CC3N(C=C(NC(=O)C)N=3)N=2)O1.BrC1N(CC[N:69]2[CH2:74][CH2:73][O:72][CH2:71][CH2:70]2)C=NC=1C1C=CC(F)=CC=1. (3) Given the product [CH3:8][C:9]1[S:13][C:12]2[CH:14]=[C:15]3[C:20](=[C:21]([C:22]4[CH:27]=[CH:6][C:5]([O:4][C:1](=[O:3])[CH3:2])=[CH:24][CH:23]=4)[C:11]=2[C:10]=1[CH3:29])[CH:19]=[CH:18][CH:17]=[CH:16]3, predict the reactants needed to synthesize it. The reactants are: [C:1]([O:4][C:5](=O)[CH3:6])(=[O:3])[CH3:2].[CH3:8][C:9]1[S:13][C:12]2[CH:14]=[C:15]3[C:20](=[C:21]([C:22]4[CH:27]=CC(O)=[CH:24][CH:23]=4)[C:11]=2[C:10]=1[CH3:29])[CH:19]=[CH:18][CH:17]=[CH:16]3.Cl. (4) Given the product [Br:1][C:2]1[CH:3]=[C:4]([CH:7]=[CH:8][C:9]=1[CH2:10][OH:11])[C:5]#[N:6], predict the reactants needed to synthesize it. The reactants are: [Br:1][C:2]1[CH:3]=[C:4]([CH:7]=[CH:8][C:9]=1[CH:10]=[O:11])[C:5]#[N:6].[BH4-].[Na+].